From a dataset of Forward reaction prediction with 1.9M reactions from USPTO patents (1976-2016). Predict the product of the given reaction. (1) Given the reactants [CH3:1][C:2]1([CH3:36])[CH2:35][O:34][C:5]2([CH2:33][CH2:32][C:8]3([O:13][C:12](=[O:14])[N:11]([C@H:15]([C:17]4[CH:22]=[CH:21][C:20](B5OC(C)(C)C(C)(C)O5)=[CH:19][CH:18]=4)[CH3:16])[CH2:10][CH2:9]3)[CH2:7][CH2:6]2)[O:4][CH2:3]1.[CH3:37][N:38]([CH3:48])[C:39]([C:41]1[CH:46]=[CH:45][C:44](Br)=[CH:43][N:42]=1)=[O:40], predict the reaction product. The product is: [CH3:37][N:38]([CH3:48])[C:39]([C:41]1[CH:46]=[CH:45][C:44]([C:20]2[CH:21]=[CH:22][C:17]([C@@H:15]([N:11]3[CH2:10][CH2:9][C:8]4([CH2:7][CH2:6][C:5]5([O:34][CH2:35][C:2]([CH3:36])([CH3:1])[CH2:3][O:4]5)[CH2:33][CH2:32]4)[O:13][C:12]3=[O:14])[CH3:16])=[CH:18][CH:19]=2)=[CH:43][N:42]=1)=[O:40]. (2) Given the reactants [NH2:1][C:2]1[CH:7]=[CH:6][C:5]([Cl:8])=[CH:4][N:3]=1.C(N(CC)CC)C.Cl[C:17](=[O:23])[C:18]([O:20][CH2:21]C)=[O:19].C(=O)([O-])O.[Na+], predict the reaction product. The product is: [Cl:8][C:5]1[CH:6]=[CH:7][C:2]([NH:1][C:17](=[O:23])[C:18]([O:20][CH3:21])=[O:19])=[N:3][CH:4]=1. (3) Given the reactants [C:1]([C:3]1[CH:4]=[N:5][CH:6]=[C:7]([O:9][CH3:10])[CH:8]=1)#[CH:2].[F:11][C:12]1[CH:21]=[CH:20][C:19](I)=[CH:18][C:13]=1[C:14]([NH:16][CH3:17])=[O:15].C(N(CC)CC)C, predict the reaction product. The product is: [F:11][C:12]1[CH:21]=[CH:20][C:19]([C:2]#[C:1][C:3]2[CH:4]=[N:5][CH:6]=[C:7]([O:9][CH3:10])[CH:8]=2)=[CH:18][C:13]=1[C:14]([NH:16][CH3:17])=[O:15].